The task is: Predict the product of the given reaction.. This data is from Forward reaction prediction with 1.9M reactions from USPTO patents (1976-2016). (1) Given the reactants Cl[Si](C)(C)C.[Br:6][C:7]1[C:12]([CH3:13])=[CH:11][C:10]([CH3:14])=[CH:9][C:8]=1[CH3:15].[Mg].Br.[C:18]1([S:24]([C:26]2[CH:31]=[CH:30][CH:29]=[CH:28][CH:27]=2)=O)[CH:23]=[CH:22][CH:21]=[CH:20][CH:19]=1, predict the reaction product. The product is: [Br-:6].[C:26]1([S+:24]([C:18]2[CH:19]=[CH:20][CH:21]=[CH:22][CH:23]=2)[C:7]2[C:12]([CH3:13])=[CH:11][C:10]([CH3:14])=[CH:9][C:8]=2[CH3:15])[CH:27]=[CH:28][CH:29]=[CH:30][CH:31]=1. (2) Given the reactants Br[C:2]1[C:9]([O:10][CH3:11])=[CH:8][CH:7]=[CH:6][C:3]=1[CH:4]=[O:5].[CH3:12][O:13][C:14](=[O:31])[CH2:15][C:16]1[CH:21]=[CH:20][CH:19]=[C:18](B2OC(C)(C)C(C)(C)O2)[CH:17]=1, predict the reaction product. The product is: [CH3:12][O:13][C:14](=[O:31])[CH2:15][C:16]1[CH:21]=[C:20]([C:2]2[C:9]([O:10][CH3:11])=[CH:8][CH:7]=[CH:6][C:3]=2[CH:4]=[O:5])[CH:19]=[CH:18][CH:17]=1. (3) Given the reactants ClC(OCC)=O.[C:7](=[O:32])([O:20][C:21]1[C:26](F)=[C:25](F)[C:24](F)=C(F)C=1F)[O:8][C:9]1C(F)=C(F)C(F)=C(F)C=1F, predict the reaction product. The product is: [C:7]1(=[O:32])[O:8][CH2:9][CH2:24][CH2:25][CH2:26][CH2:21][O:20]1.